From a dataset of Reaction yield outcomes from USPTO patents with 853,638 reactions. Predict the reaction yield, written as a fraction of the theoretical maximum amount of product (1.0 means a 100% yield; for example, 0.34 means a 34% yield). (1) The reactants are C([BH3-])#N.[Na+].[C:5]([O:8][CH2:9][C@H:10]1[CH2:15][C@@H:14]([O:16][C:17](=[O:19])[CH3:18])[CH2:13][CH2:12][C@@:11]1([C@H:21]1[CH2:29][CH2:28][C@@:27]2([CH3:30])[C@@H:23]([CH2:24][CH2:25][C:26]2=[CH2:31])[C@@H:22]1/[CH:32]=[N:33]\[O:34][CH3:35])[CH3:20])(=[O:7])[CH3:6]. The catalyst is C(O)(=O)C. The product is [C:5]([O:8][CH2:9][C@H:10]1[CH2:15][C@@H:14]([O:16][C:17](=[O:19])[CH3:18])[CH2:13][CH2:12][C@@:11]1([C@H:21]1[CH2:29][CH2:28][C@@:27]2([CH3:30])[C@@H:23]([CH2:24][CH2:25][C:26]2=[CH2:31])[C@@H:22]1[CH2:32][NH:33][O:34][CH3:35])[CH3:20])(=[O:7])[CH3:6]. The yield is 0.210. (2) The reactants are [Cl:1][C:2]1[CH:7]=[CH:6][C:5]([CH2:8]Cl)=[CH:4][N:3]=1.C[CH:11]([NH2:15])[CH2:12][O:13][CH3:14].[C:16](=O)([O-])[O-].[K+].[K+]. The catalyst is C(#N)C. The product is [Cl:1][C:2]1[N:3]=[CH:4][C:5]([CH2:8][N:15]([CH2:11][CH2:12][O:13][CH3:14])[CH3:16])=[CH:6][CH:7]=1. The yield is 0.780.